Task: Predict the reaction yield, written as a fraction of the theoretical maximum amount of product (1.0 means a 100% yield; for example, 0.34 means a 34% yield).. Dataset: Reaction yield outcomes from USPTO patents with 853,638 reactions (1) The reactants are Br[C:2]1[C:3]([NH:18][C:19]2[NH:23][N:22]=[C:21]([CH:24]3[CH2:26][CH2:25]3)[CH:20]=2)=[N:4][C:5]([NH:8][C@H:9]([C:11]2[CH:16]=[CH:15][C:14]([F:17])=[CH:13][CH:12]=2)[CH3:10])=[N:6][CH:7]=1.[Cu][C:28]#[N:29]. The catalyst is N1C2C(=CC=CC=2)C=CC=1. The product is [CH:24]1([C:21]2[NH:22][N:23]=[C:19]([NH:18][C:3]3[C:2]([C:28]#[N:29])=[CH:7][N:6]=[C:5]([NH:8][C@H:9]([C:11]4[CH:16]=[CH:15][C:14]([F:17])=[CH:13][CH:12]=4)[CH3:10])[N:4]=3)[CH:20]=2)[CH2:26][CH2:25]1. The yield is 0.300. (2) The reactants are [C:1]1([C:10]2[CH:15]=[CH:14][CH:13]=[CH:12][CH:11]=2)[CH:6]=[CH:5][C:4](B(O)O)=[CH:3][CH:2]=1.[F:16][C:17]1[CH:18]=[C:19]([CH:29]([NH:31][C:32]([C:34]2[N:35]=[C:36](Cl)[O:37][CH:38]=2)=[O:33])[CH3:30])[CH:20]=[C:21]([F:28])[C:22]=1[NH:23][S:24]([CH3:27])(=[O:26])=[O:25].C([O-])([O-])=O.[Cs+].[Cs+]. The catalyst is Cl[Pd](Cl)([P](C1C=CC=CC=1)(C1C=CC=CC=1)C1C=CC=CC=1)[P](C1C=CC=CC=1)(C1C=CC=CC=1)C1C=CC=CC=1. The product is [F:28][C:21]1[CH:20]=[C:19]([CH:29]([NH:31][C:32]([C:34]2[N:35]=[C:36]([C:4]3[CH:5]=[CH:6][C:1]([C:10]4[CH:15]=[CH:14][CH:13]=[CH:12][CH:11]=4)=[CH:2][CH:3]=3)[O:37][CH:38]=2)=[O:33])[CH3:30])[CH:18]=[C:17]([F:16])[C:22]=1[NH:23][S:24]([CH3:27])(=[O:26])=[O:25]. The yield is 0.310. (3) The reactants are [CH3:1][C:2](=[CH:8][CH:9]([CH3:20])[CH2:10][C:11]1[CH:16]=[CH:15][C:14]([N:17]([CH3:19])[CH3:18])=[CH:13][CH:12]=1)[CH:3]=[CH:4][C:5](O)=[O:6].O.[OH:22][N:23]1C2C=CC=CC=2N=N1.Cl.CN(C)CCCN=C=NCC.Cl.NO.CCN(CC)CC. The catalyst is CN(C=O)C. The product is [OH:22][NH:23][C:5](=[O:6])[CH:4]=[CH:3][C:2]([CH3:1])=[CH:8][CH:9]([CH3:20])[CH2:10][C:11]1[CH:16]=[CH:15][C:14]([N:17]([CH3:19])[CH3:18])=[CH:13][CH:12]=1. The yield is 0.410. (4) The reactants are [C:1]([O:5][C:6](=[O:15])[C:7]([CH2:13][OH:14])([CH2:11][OH:12])[C:8](=[O:10])[CH3:9])([CH3:4])([CH3:3])[CH3:2].[CH3:16][C:17]([CH3:19])=O.COC(OC)(C)C. The catalyst is O.C1(C)C=CC(S(O)(=O)=O)=CC=1. The product is [C:1]([O:5][C:6]([C:7]1([C:8](=[O:10])[CH3:9])[CH2:11][O:12][C:17]([CH3:19])([CH3:16])[O:14][CH2:13]1)=[O:15])([CH3:4])([CH3:2])[CH3:3]. The yield is 0.750. (5) The reactants are Br[C:2]1[C:3]([CH2:10][O:11][CH2:12][O:13][CH3:14])=[N:4][C:5]([O:8][CH3:9])=[CH:6][CH:7]=1.CC(C)([O-])C.[Na+].[CH2:21]([NH2:23])[CH3:22]. The catalyst is O1CCCC1. The product is [CH2:21]([NH:23][C:2]1[C:3]([CH2:10][O:11][CH2:12][O:13][CH3:14])=[N:4][C:5]([O:8][CH3:9])=[CH:6][CH:7]=1)[CH3:22]. The yield is 0.740. (6) The reactants are [CH2:1]([C:3]1[C:11]([CH3:12])=[C:10]2[C:6]([C:7](=[O:13])[O:8][CH2:9]2)=[C:5]([O:14][CH2:15][CH2:16][Si:17]([CH3:20])([CH3:19])[CH3:18])[C:4]=1CC=O)[CH3:2].C1(P(C2C=CC=CC=2)(C2C=CC=CC=2)=C(CC)C=[O:33])C=CC=CC=1.[C:48]1([CH3:54])[CH:53]=[CH:52]C=[CH:50][CH:49]=1. No catalyst specified. The product is [CH2:49]([C:48](=[CH:53][CH2:52][C:4]1[C:5]([O:14][CH2:15][CH2:16][Si:17]([CH3:18])([CH3:20])[CH3:19])=[C:6]2[C:10](=[C:11]([CH3:12])[C:3]=1[CH2:1][CH3:2])[CH2:9][O:8][C:7]2=[O:13])[CH:54]=[O:33])[CH3:50]. The yield is 0.480. (7) The reactants are Br[C:2]1[CH:3]=[C:4]([CH:8]2[O:13]CCCO2)[CH:5]=[CH:6][CH:7]=1.[CH:14]([N:17]1[CH2:22][CH2:21][NH:20][CH2:19][CH2:18]1)([CH3:16])[CH3:15].C(O[Na])(C)(C)C. The catalyst is C1(C)C=CC=CC=1.C1C=CC(/C=C/C(/C=C/C2C=CC=CC=2)=O)=CC=1.C1C=CC(/C=C/C(/C=C/C2C=CC=CC=2)=O)=CC=1.C1C=CC(/C=C/C(/C=C/C2C=CC=CC=2)=O)=CC=1.[Pd].[Pd].C1C=CC(P(C2C(C3C(P(C4C=CC=CC=4)C4C=CC=CC=4)=CC=C4C=3C=CC=C4)=C3C(C=CC=C3)=CC=2)C2C=CC=CC=2)=CC=1. The product is [CH:14]([N:17]1[CH2:22][CH2:21][N:20]([C:2]2[CH:3]=[C:4]([CH:5]=[CH:6][CH:7]=2)[CH:8]=[O:13])[CH2:19][CH2:18]1)([CH3:16])[CH3:15]. The yield is 0.870. (8) The reactants are C(OC(=O)[NH:7][C:8]1[CH:13]=[CH:12][CH:11]=[CH:10][CH:9]=1)(C)(C)C.[Li]C(C)(C)C.CCCCC.CON(C)[C:28]([CH:30]1[CH2:34][CH2:33][CH2:32][CH2:31]1)=[O:29]. The catalyst is CCOCC. The product is [NH2:7][C:8]1[CH:9]=[CH:10][CH:11]=[CH:12][C:13]=1[C:28]([CH:30]1[CH2:34][CH2:33][CH2:32][CH2:31]1)=[O:29]. The yield is 0.680. (9) The reactants are Cl.[NH:2]1[CH2:7][CH2:6][CH:5]([CH2:8][O:9][C:10]2[CH:15]=[CH:14][C:13]([C:16]3[CH:21]=[CH:20][C:19]([C:22](=[O:24])[CH3:23])=[CH:18][CH:17]=3)=[CH:12][CH:11]=2)[CH2:4][CH2:3]1.[F:25][C:26]([F:35])([F:34])[C:27]1([C:31](O)=[O:32])[CH2:30][CH2:29][CH2:28]1.C(Cl)CCl.C1C=CC2N(O)N=NC=2C=1.CCN(C(C)C)C(C)C. The catalyst is CN(C=O)C.O. The product is [F:25][C:26]([F:35])([F:34])[C:27]1([C:31]([N:2]2[CH2:7][CH2:6][CH:5]([CH2:8][O:9][C:10]3[CH:15]=[CH:14][C:13]([C:16]4[CH:17]=[CH:18][C:19]([C:22](=[O:24])[CH3:23])=[CH:20][CH:21]=4)=[CH:12][CH:11]=3)[CH2:4][CH2:3]2)=[O:32])[CH2:30][CH2:29][CH2:28]1. The yield is 0.690.